From a dataset of Forward reaction prediction with 1.9M reactions from USPTO patents (1976-2016). Predict the product of the given reaction. (1) Given the reactants [NH2:1][C@@H:2]([CH2:16][C:17]1[CH:22]=[CH:21][CH:20]=[CH:19][CH:18]=1)[C:3]([N:5]([C:7]1[CH:15]=[CH:14][C:10]2[O:11][CH2:12][O:13][C:9]=2[CH:8]=1)[CH3:6])=[O:4].C(O)(C(F)(F)F)=O.C(N(C(C)C)CC)(C)C.[Cl:39][C:40]1[CH:41]=[C:42]([S:46]([N:49]=[C:50]=[O:51])(=[O:48])=[O:47])[CH:43]=[CH:44][CH:45]=1, predict the reaction product. The product is: [O:11]1[C:10]2[CH:14]=[CH:15][C:7]([N:5]([CH3:6])[C:3](=[O:4])[C@@H:2]([NH:1][C:50]([NH:49][S:46]([C:42]3[CH:43]=[CH:44][CH:45]=[C:40]([Cl:39])[CH:41]=3)(=[O:47])=[O:48])=[O:51])[CH2:16][C:17]3[CH:22]=[CH:21][CH:20]=[CH:19][CH:18]=3)=[CH:8][C:9]=2[O:13][CH2:12]1. (2) Given the reactants CS(OCC[C@H]1O[C@H](C2C=CC=C(OC)C=2OC)C2C=C(Cl)C=CC=2N2C=CC=C12)(=O)=O.C(C(OCC1NN=NN=1)(CC)C(OC)=O)C.ClC1C=CC2N3C=CC=C3[C@@H](CCN3N=NC(COC(C)(C)C(OC)=O)=N3)O[C@H](C3C=CC=C(OC)C=3OC)C=2C=1.ClC1C=CC2N3C=CC=C3[C@@H](CCN3NN=C(COC(C)(C)C(OC)=O)N3)O[C@H](C3C=CC=C(OC)C=3OC)C=2C=1.[Cl:131][C:132]1[CH:133]=[CH:134][C:135]2[N:141]3[CH:142]=[CH:143][CH:144]=[C:140]3[C@@H:139]([CH2:145][CH2:146][N:147]3[N:151]=[N:150][C:149]([CH2:152][O:153][C:154]([CH2:161][CH3:162])([CH2:159][CH3:160])[C:155]([O:157][CH3:158])=[O:156])=[N:148]3)[O:138][C@H:137]([C:163]3[CH:168]=[CH:167][CH:166]=[C:165]([O:169][CH3:170])[C:164]=3[O:171][CH3:172])[C:136]=2[CH:173]=1, predict the reaction product. The product is: [Cl:131][C:132]1[CH:133]=[CH:134][C:135]2[N:141]3[CH:142]=[CH:143][CH:144]=[C:140]3[C@@H:139]([CH2:145][CH2:146][N:147]3[NH:151][N:150]=[C:149]([CH2:152][O:153][C:154]([CH2:161][CH3:162])([CH2:159][CH3:160])[C:155]([O:157][CH3:158])=[O:156])[NH:148]3)[O:138][C@H:137]([C:163]3[CH:168]=[CH:167][CH:166]=[C:165]([O:169][CH3:170])[C:164]=3[O:171][CH3:172])[C:136]=2[CH:173]=1. (3) The product is: [CH2:30]([O:29][C:27]([N:13]1[CH:12]([C:14]([OH:16])=[O:15])[CH2:11][S:10][C@@H:9]1[C:5]1[CH:6]=[CH:7][CH:8]=[C:3]([O:2][CH3:1])[CH:4]=1)=[O:28])[C:31]1[CH:36]=[CH:35][CH:34]=[CH:33][CH:32]=1. Given the reactants [CH3:1][O:2][C:3]1[CH:4]=[C:5]([C@@H:9]2[NH:13][CH:12]([C:14]([OH:16])=[O:15])[CH2:11][S:10]2)[CH:6]=[CH:7][CH:8]=1.CCN(C(C)C)C(C)C.Cl[C:27]([O:29][CH2:30][C:31]1[CH:36]=[CH:35][CH:34]=[CH:33][CH:32]=1)=[O:28], predict the reaction product. (4) The product is: [Cl:1][C:2]1[CH:3]=[C:4]([N:10]2[C:14]([CH3:15])=[C:13]([CH2:16][C:17]3[CH:18]=[CH:19][C:20]([C:23]([NH2:29])=[O:25])=[N:21][CH:22]=3)[C:12]([CH3:26])=[N:11]2)[CH:5]=[CH:6][C:7]=1[C:8]#[N:9]. Given the reactants [Cl:1][C:2]1[CH:3]=[C:4]([N:10]2[C:14]([CH3:15])=[C:13]([CH2:16][C:17]3[CH:18]=[CH:19][C:20]([C:23]([OH:25])=O)=[N:21][CH:22]=3)[C:12]([CH3:26])=[N:11]2)[CH:5]=[CH:6][C:7]=1[C:8]#[N:9].Cl.C[N:29](C)CCCN=C=NCC.[NH4+].ON1C2C=CC=CC=2N=N1.S([O-])(O)(=O)=O.[Na+], predict the reaction product. (5) Given the reactants [N:1]1([CH2:7][C:8]2[CH:9]=[CH:10][C:11](OS(C(F)(F)F)(=O)=O)=[N:12][CH:13]=2)[CH2:6][CH2:5][CH2:4][CH2:3][CH2:2]1.[N:22]1([CH2:28][C:29]2N=CC(O)=[CH:31][CH:30]=2)[CH2:27][CH2:26][CH2:25][CH2:24][CH2:23]1.C1(NS(C(F)(F)F)(=O)=O)C=CC=CC=1, predict the reaction product. The product is: [NH3:1].[N:22]1([CH2:28][CH2:29][C:30]#[C:31][C:11]2[CH:10]=[CH:9][C:8]([CH2:7][N:1]3[CH2:6][CH2:5][CH2:4][CH2:3][CH2:2]3)=[CH:13][N:12]=2)[CH2:27][CH2:26][CH2:25][CH2:24][CH2:23]1.